From a dataset of Reaction yield outcomes from USPTO patents with 853,638 reactions. Predict the reaction yield, written as a fraction of the theoretical maximum amount of product (1.0 means a 100% yield; for example, 0.34 means a 34% yield). (1) The reactants are [CH3:1][N:2]1[C:6]([C:7]2[CH:8]=[N:9][NH:10][C:11]=2[NH2:12])=[CH:5][CH:4]=[N:3]1.[F:13][C:14]1[CH:19]=[CH:18][C:17]([C:20](=O)[CH2:21][C:22](OCC)=[O:23])=[CH:16][C:15]=1[O:28][CH3:29].CC1C=CC(S(O)(=O)=O)=CC=1. The catalyst is CCCCO. The product is [F:13][C:14]1[CH:19]=[CH:18][C:17]([C:20]2[NH:12][C:11]3[N:10]([N:9]=[CH:8][C:7]=3[C:6]3[N:2]([CH3:1])[N:3]=[CH:4][CH:5]=3)[C:22](=[O:23])[CH:21]=2)=[CH:16][C:15]=1[O:28][CH3:29]. The yield is 0.300. (2) The reactants are [CH:1]1([N:4]2[C:13]3[C:8](=[C:9]([NH2:17])[C:10]([F:16])=[C:11](F)[C:12]=3[F:14])[C:7](=[O:18])[C:6]([C:19]([OH:21])=[O:20])=[CH:5]2)[CH2:3][CH2:2]1.[CH2:22]([O:24][N:25]=[C:26]1[C:30]2([CH2:33][N:32]([C:34]([O:36][C:37]([CH3:40])([CH3:39])[CH3:38])=[O:35])[CH2:31]2)[CH2:29][NH:28][CH2:27]1)[CH3:23].C(#N)C. The catalyst is C(N(CC)CC)C. The product is [C:37]([O:36][C:34]([N:32]1[CH2:33][C:30]2([C:26](=[N:25][O:24][CH2:22][CH3:23])[CH2:27][N:28]([C:11]3[C:12]([F:14])=[C:13]4[C:8]([C:7](=[O:18])[C:6]([C:19]([OH:21])=[O:20])=[CH:5][N:4]4[CH:1]4[CH2:3][CH2:2]4)=[C:9]([NH2:17])[C:10]=3[F:16])[CH2:29]2)[CH2:31]1)=[O:35])([CH3:40])([CH3:39])[CH3:38]. The yield is 0.511.